From a dataset of Retrosynthesis with 50K atom-mapped reactions and 10 reaction types from USPTO. Predict the reactants needed to synthesize the given product. (1) Given the product O=C(O)C1CO[C@@H](c2ccncc2)N1C(=O)OCc1ccccc1, predict the reactants needed to synthesize it. The reactants are: COC(=O)C1COC(c2ccncc2)N1C(=O)OCc1ccccc1. (2) Given the product O=C(NCc1ccco1)c1ccc(OCC(=O)C23CC4CC(CC(C4)C2)C3)cc1, predict the reactants needed to synthesize it. The reactants are: NCc1ccco1.O=C(O)c1ccc(OCC(=O)C23CC4CC(CC(C4)C2)C3)cc1. (3) Given the product CC(C)S(=O)(=O)c1cc(C#Cc2cc(Cl)ccc2OCC(=O)OC(C)(C)C)ccc1C(=O)N(C)C, predict the reactants needed to synthesize it. The reactants are: C#Cc1cc(Cl)ccc1OCC(=O)OC(C)(C)C.CC(C)S(=O)(=O)c1cc(Br)ccc1C(=O)N(C)C. (4) Given the product NNC(=O)CCCCC(O)c1ccc(-c2ccc(Cl)cc2)cc1, predict the reactants needed to synthesize it. The reactants are: NN.O=C(O)CCCCC(O)c1ccc(-c2ccc(Cl)cc2)cc1. (5) Given the product COc1cc2c(cc1OC)-c1cc(=O)n(C(C)C)c(=O)n1CC2, predict the reactants needed to synthesize it. The reactants are: CC(C)I.COc1cc2c(cc1OC)-c1cc(=O)[nH]c(=O)n1CC2.